This data is from Full USPTO retrosynthesis dataset with 1.9M reactions from patents (1976-2016). The task is: Predict the reactants needed to synthesize the given product. (1) Given the product [N:14]1([C:6]2[C:7]3[C:12](=[CH:11][CH:10]=[CH:9][CH:8]=3)[C:3]3[N:1]=[CH:20][C:21]4([C:29]([CH3:31])([CH3:30])[C:28]5[C:23](=[CH:24][CH:25]=[CH:26][CH:27]=5)[N:22]4[CH3:32])[O:13][C:4]=3[CH:5]=2)[CH2:19][CH2:18][CH2:17][CH2:16][CH2:15]1, predict the reactants needed to synthesize it. The reactants are: [N:1]([C:3]1[C:12]2[C:7](=[CH:8][CH:9]=[CH:10][CH:11]=2)[CH:6]=[CH:5][C:4]=1[OH:13])=O.[NH:14]1[CH2:19][CH2:18][CH2:17][CH2:16][CH2:15]1.[CH2:20]=[C:21]1[C:29]([CH3:31])([CH3:30])[C:28]2[C:23](=[CH:24][CH:25]=[CH:26][CH:27]=2)[N:22]1[CH3:32]. (2) Given the product [CH:22]1([C:25]2[CH:30]=[CH:29][C:28]([C:11](=[O:16])[C:12]([NH:13][C:9](=[O:10])[C:3]3[C:2]([F:1])=[CH:7][CH:6]=[CH:5][C:4]=3[F:8])([CH3:15])[CH3:14])=[CH:27][CH:26]=2)[CH2:24][CH2:23]1, predict the reactants needed to synthesize it. The reactants are: [F:1][C:2]1[CH:7]=[CH:6][CH:5]=[C:4]([F:8])[C:3]=1[C:9]1[O:10][C:11](=[O:16])[C:12]([CH3:15])([CH3:14])[N:13]=1.[Cl-].[Cl-].[Cl-].[Al+3].Cl.[CH:22]1([C:25]2[CH:30]=[CH:29][CH:28]=[CH:27][CH:26]=2)[CH2:24][CH2:23]1. (3) Given the product [F:31][C:30]1[CH:29]=[CH:28][C:25]([C:26]#[N:27])=[CH:24][C:23]=1[CH2:22][N:12]1[C:11]2[C:10](=[O:15])[O:9][C:8]3[N:16]=[CH:17][CH:18]=[CH:19][C:7]=3[C:6]=2[C:5]2[CH:4]=[C:3]([CH3:20])[C:2]([F:1])=[CH:14][C:13]1=2, predict the reactants needed to synthesize it. The reactants are: [F:1][C:2]1[C:3]([CH3:20])=[CH:4][C:5]2[C:6]3[C:7]4[CH:19]=[CH:18][CH:17]=[N:16][C:8]=4[O:9][C:10](=[O:15])[C:11]=3[NH:12][C:13]=2[CH:14]=1.Br[CH2:22][C:23]1[CH:24]=[C:25]([CH:28]=[CH:29][C:30]=1[F:31])[C:26]#[N:27]. (4) Given the product [CH3:1][O:5][C:6](=[O:7])[C:29]1[CH:30]=[CH:31][C:32]([NH:34][C:13](=[O:15])[CH2:12][CH2:11][CH2:10][CH2:9][NH:8][C:6]([O:5][C:1]([CH3:2])([CH3:3])[CH3:4])=[O:7])=[C:26]([NH:24][CH2:23][CH2:22][CH3:21])[CH:28]=1, predict the reactants needed to synthesize it. The reactants are: [C:1]([O:5][C:6]([NH:8][CH2:9][CH2:10][CH2:11][CH2:12][C:13]([OH:15])=O)=[O:7])([CH3:4])([CH3:3])[CH3:2].CCN=C=N[CH2:21][CH2:22][CH2:23][N:24]([CH3:26])C.Cl.[CH:28]1[CH:29]=[CH:30][C:31]2N(O)N=[N:34][C:32]=2C=1.